From a dataset of Full USPTO retrosynthesis dataset with 1.9M reactions from patents (1976-2016). Predict the reactants needed to synthesize the given product. (1) Given the product [CH3:29][N:26]1[C:27]2[CH:28]=[C:20]([N:17]3[CH:18]=[CH:19][C:14]([O:13][CH2:2][C:3]4[CH:8]=[CH:7][C:6]([C:9]([F:12])([F:11])[F:10])=[CH:5][N:4]=4)=[CH:15][C:16]3=[O:41])[CH:21]=[CH:22][C:23]=2[C:24]2[CH2:33][N:32]([C:34]([O:36][C:37]([CH3:40])([CH3:39])[CH3:38])=[O:35])[CH2:31][CH2:30][C:25]1=2, predict the reactants needed to synthesize it. The reactants are: Br[CH2:2][C:3]1[CH:8]=[CH:7][C:6]([C:9]([F:12])([F:11])[F:10])=[CH:5][N:4]=1.[OH:13][C:14]1[CH:19]=[CH:18][N:17]([C:20]2[CH:21]=[CH:22][C:23]3[C:24]4[CH2:33][N:32]([C:34]([O:36][C:37]([CH3:40])([CH3:39])[CH3:38])=[O:35])[CH2:31][CH2:30][C:25]=4[N:26]([CH3:29])[C:27]=3[CH:28]=2)[C:16](=[O:41])[CH:15]=1.C([O-])([O-])=O.[K+].[K+]. (2) Given the product [C:1]([C:4]1[CH:9]=[CH:8][C:7]([S:10]([N:15]([CH3:16])[CH3:14])(=[O:12])=[O:11])=[CH:6][CH:5]=1)(=[O:3])[CH3:2], predict the reactants needed to synthesize it. The reactants are: [C:1]([C:4]1[CH:9]=[CH:8][C:7]([S:10](Cl)(=[O:12])=[O:11])=[CH:6][CH:5]=1)(=[O:3])[CH3:2].[CH3:14][NH:15][CH3:16]. (3) Given the product [Cl:1][C:2]1[C:7]([Cl:8])=[C:6]([C:9]([OH:10])=[O:17])[C:5]([Cl:12])=[C:4]([Cl:13])[C:3]=1[C:14]([OH:15])=[O:19], predict the reactants needed to synthesize it. The reactants are: [Cl:1][C:2]1[C:7]([Cl:8])=[C:6]([C:9](N)=[O:10])[C:5]([Cl:12])=[C:4]([Cl:13])[C:3]=1[C:14](N)=[O:15].[OH2:17].S(=O)(=O)(O)[OH:19].